The task is: Regression. Given two drug SMILES strings and cell line genomic features, predict the synergy score measuring deviation from expected non-interaction effect.. This data is from NCI-60 drug combinations with 297,098 pairs across 59 cell lines. (1) Drug 1: CC1C(C(CC(O1)OC2CC(OC(C2O)C)OC3=CC4=CC5=C(C(=O)C(C(C5)C(C(=O)C(C(C)O)O)OC)OC6CC(C(C(O6)C)O)OC7CC(C(C(O7)C)O)OC8CC(C(C(O8)C)O)(C)O)C(=C4C(=C3C)O)O)O)O. Drug 2: CC(C)CN1C=NC2=C1C3=CC=CC=C3N=C2N. Cell line: HL-60(TB). Synergy scores: CSS=63.5, Synergy_ZIP=0.519, Synergy_Bliss=-1.46, Synergy_Loewe=-2.37, Synergy_HSA=-2.37. (2) Drug 1: CC12CCC(CC1=CCC3C2CCC4(C3CC=C4C5=CN=CC=C5)C)O. Drug 2: C1=C(C(=O)NC(=O)N1)N(CCCl)CCCl. Cell line: DU-145. Synergy scores: CSS=25.0, Synergy_ZIP=6.52, Synergy_Bliss=7.10, Synergy_Loewe=1.19, Synergy_HSA=5.45.